This data is from Full USPTO retrosynthesis dataset with 1.9M reactions from patents (1976-2016). The task is: Predict the reactants needed to synthesize the given product. (1) Given the product [F:1][C:2]1[CH:11]=[CH:10][C:9]([F:12])=[C:8]2[C:3]=1[C:4]([NH:13][CH2:14][CH2:15][C:16]1[CH:21]=[CH:20][C:19]([O:22][C:23]3[CH:28]=[C:27]([C:29]([F:32])([F:30])[F:31])[CH:26]=[CH:25][N:24]=3)=[C:18]([OH:33])[CH:17]=1)=[N:5][CH:6]=[N:7]2, predict the reactants needed to synthesize it. The reactants are: [F:1][C:2]1[CH:11]=[CH:10][C:9]([F:12])=[C:8]2[C:3]=1[C:4]([NH:13][CH2:14][CH2:15][C:16]1[CH:21]=[CH:20][C:19]([O:22][C:23]3[CH:28]=[C:27]([C:29]([F:32])([F:31])[F:30])[CH:26]=[CH:25][N:24]=3)=[C:18]([O:33]C)[CH:17]=1)=[N:5][CH:6]=[N:7]2.B(Br)(Br)Br. (2) Given the product [NH2:11][C:8]1[CH:9]=[C:10]2[C:5](=[CH:6][CH:7]=1)[N:4]([CH3:14])[C:3](=[O:15])[C:2]2([F:16])[F:1], predict the reactants needed to synthesize it. The reactants are: [F:1][C:2]1([F:16])[C:10]2[C:5](=[CH:6][CH:7]=[C:8]([N+:11]([O-])=O)[CH:9]=2)[N:4]([CH3:14])[C:3]1=[O:15]. (3) Given the product [Br:1][C:2]1[CH:3]=[C:4]([S:8]([NH:20][C:19](=[O:18])[NH:29][C:27]2[S:28][C:24]([Br:23])=[CH:25][N:26]=2)(=[O:10])=[O:9])[S:5][C:6]=1[Cl:7], predict the reactants needed to synthesize it. The reactants are: [Br:1][C:2]1[CH:3]=[C:4]([S:8](Cl)(=[O:10])=[O:9])[S:5][C:6]=1[Cl:7].N1C=CC=CC=1.[O-:18][C:19]#[N:20].[Na+].Br.[Br:23][C:24]1[S:28][C:27]([NH2:29])=[N:26][CH:25]=1. (4) Given the product [O:8]([C:10]1[CH:11]=[C:12]([CH:14]=[CH:15][CH:16]=1)[NH2:13])[C:4]1[CH:3]=[C:2]([CH:7]=[CH:6][CH:5]=1)[NH2:1], predict the reactants needed to synthesize it. The reactants are: [NH2:1][C:2]1[CH:3]=[C:4]([OH:8])[CH:5]=[CH:6][CH:7]=1.I[C:10]1[CH:11]=[C:12]([CH:14]=[CH:15][CH:16]=1)[NH2:13].N1C=CC=CC=1C(O)=O.P([O-])([O-])([O-])=O.[K+].[K+].[K+]. (5) Given the product [F:1][C:2]1[CH:7]=[CH:6][C:5]([NH:8][C:9](=[O:15])[O:10][C:11]([CH3:14])([CH3:13])[CH3:12])=[CH:4][C:3]=1[C@:16]1([CH3:27])[C:21]([F:23])([F:22])[CH2:20][C@@:19]([F:25])([CH3:24])[C:18](=[S:37])[NH:17]1, predict the reactants needed to synthesize it. The reactants are: [F:1][C:2]1[CH:7]=[CH:6][C:5]([NH:8][C:9](=[O:15])[O:10][C:11]([CH3:14])([CH3:13])[CH3:12])=[CH:4][C:3]=1[C@:16]1([CH3:27])[C:21]([F:23])([F:22])[CH2:20][C:19]([F:25])([CH3:24])[C:18](=O)[NH:17]1.COC1C=CC(P2(SP(C3C=CC(OC)=CC=3)(=S)S2)=[S:37])=CC=1. (6) Given the product [NH2:14][C:8]1[C:7]([NH2:11])=[CH:6][C:3]([C:4]#[N:5])=[C:2]([F:1])[CH:9]=1, predict the reactants needed to synthesize it. The reactants are: [F:1][C:2]1[CH:9]=[C:8](F)[C:7]([N+:11]([O-])=O)=[CH:6][C:3]=1[C:4]#[N:5].[NH4+:14].[OH-]. (7) Given the product [CH3:15][C:16]1[N:21]=[C:20]([C:22]([NH:1][C:2]2[CH:10]=[C:9]3[C:5]([C:6]([CH3:14])([CH3:13])[C:7](=[O:12])[N:8]3[CH3:11])=[CH:4][CH:3]=2)=[O:23])[CH:19]=[C:18]([CH3:25])[N:17]=1, predict the reactants needed to synthesize it. The reactants are: [NH2:1][C:2]1[CH:10]=[C:9]2[C:5]([C:6]([CH3:14])([CH3:13])[C:7](=[O:12])[N:8]2[CH3:11])=[CH:4][CH:3]=1.[CH3:15][C:16]1[N:21]=[C:20]([C:22](O)=[O:23])[CH:19]=[C:18]([CH3:25])[N:17]=1.